From a dataset of Forward reaction prediction with 1.9M reactions from USPTO patents (1976-2016). Predict the product of the given reaction. (1) The product is: [CH2:13]([CH:20]1[CH2:21][CH2:22][N:23]([C:26](=[O:30])[C:27]([NH:1][C:2]2[CH:3]=[CH:4][C:5]3[O:10][CH2:9][C:8](=[O:11])[NH:7][C:6]=3[CH:12]=2)=[O:28])[CH2:24][CH2:25]1)[C:14]1[CH:15]=[CH:16][CH:17]=[CH:18][CH:19]=1. Given the reactants [NH2:1][C:2]1[CH:3]=[CH:4][C:5]2[O:10][CH2:9][C:8](=[O:11])[NH:7][C:6]=2[CH:12]=1.[CH2:13]([CH:20]1[CH2:25][CH2:24][N:23]([C:26](=[O:30])[C:27](O)=[O:28])[CH2:22][CH2:21]1)[C:14]1[CH:19]=[CH:18][CH:17]=[CH:16][CH:15]=1, predict the reaction product. (2) Given the reactants Cl[C:2]1[N:7]=[C:6]([C:8]2[S:12][C:11]([CH3:13])=[N:10][C:9]=2[C:14]2[CH:15]=[C:16]([NH:20][C:21](=[O:30])[C:22]3[C:27]([F:28])=[CH:26][CH:25]=[CH:24][C:23]=3[F:29])[CH:17]=[CH:18][CH:19]=2)[CH:5]=[CH:4][N:3]=1.[N:31]1([CH2:36][C:37]2[CH:38]=[C:39]([NH2:43])[CH:40]=[CH:41][CH:42]=2)[CH2:35][CH2:34][CH2:33][CH2:32]1, predict the reaction product. The product is: [F:29][C:23]1[CH:24]=[CH:25][CH:26]=[C:27]([F:28])[C:22]=1[C:21]([NH:20][C:16]1[CH:17]=[CH:18][CH:19]=[C:14]([C:9]2[N:10]=[C:11]([CH3:13])[S:12][C:8]=2[C:6]2[CH:5]=[CH:4][N:3]=[C:2]([NH:43][C:39]3[CH:40]=[CH:41][CH:42]=[C:37]([CH2:36][N:31]4[CH2:32][CH2:33][CH2:34][CH2:35]4)[CH:38]=3)[N:7]=2)[CH:15]=1)=[O:30].